This data is from Catalyst prediction with 721,799 reactions and 888 catalyst types from USPTO. The task is: Predict which catalyst facilitates the given reaction. (1) Reactant: I[C:2]1[C:10]2[CH:9]=[N:8][CH:7]=[N:6][C:5]=2[N:4]([Si:11]([CH:18]([CH3:20])[CH3:19])([CH:15]([CH3:17])[CH3:16])[CH:12]([CH3:14])[CH3:13])[CH:3]=1.C([Mg]Cl)(C)C.[C:26]([O:30][C:31](=[O:49])[N:32]([CH2:41][C:42]1[CH:47]=[CH:46][C:45]([Cl:48])=[CH:44][CH:43]=1)[C:33]1[CH:38]=[CH:37][C:36]([CH:39]=[O:40])=[CH:35][N:34]=1)([CH3:29])([CH3:28])[CH3:27].C(=O)(O)[O-].[Na+]. Product: [C:26]([O:30][C:31](=[O:49])[N:32]([CH2:41][C:42]1[CH:43]=[CH:44][C:45]([Cl:48])=[CH:46][CH:47]=1)[C:33]1[CH:38]=[CH:37][C:36]([CH:39]([OH:40])[C:2]2[C:10]3[CH:9]=[N:8][CH:7]=[N:6][C:5]=3[N:4]([Si:11]([CH:18]([CH3:20])[CH3:19])([CH:15]([CH3:17])[CH3:16])[CH:12]([CH3:14])[CH3:13])[CH:3]=2)=[CH:35][N:34]=1)([CH3:29])([CH3:27])[CH3:28]. The catalyst class is: 7. (2) Reactant: [Cl:1][C:2]1[CH:16]=[CH:15][C:5]([C:6]([C:8]2[CH:13]=[CH:12][C:11]([OH:14])=[CH:10][CH:9]=2)=[O:7])=[CH:4][CH:3]=1.[OH-:17].[Na+].C(Cl)(Cl)Cl.Cl. Product: [CH3:4][C:5]([O:14][C:11]1[CH:10]=[CH:9][C:8]([C:6]([C:5]2[CH:4]=[CH:3][C:2]([Cl:1])=[CH:16][CH:15]=2)=[O:7])=[CH:13][CH:12]=1)([C:6]([OH:7])=[O:17])[CH3:15]. The catalyst class is: 95. (3) The catalyst class is: 2. Reactant: FC(F)(F)C(O)=O.[CH3:8][O:9][C:10]1[CH:11]=[C:12]([CH:37]=[C:38]([O:40][CH3:41])[CH:39]=1)[CH2:13][CH2:14][C:15]1[CH:19]=[C:18]([NH:20][C:21](=[O:29])[C:22]2[CH:27]=[CH:26][C:25]([I:28])=[CH:24][CH:23]=2)[N:17](C(OC(C)(C)C)=O)[N:16]=1. Product: [CH3:8][O:9][C:10]1[CH:11]=[C:12]([CH2:13][CH2:14][C:15]2[CH:19]=[C:18]([NH:20][C:21](=[O:29])[C:22]3[CH:23]=[CH:24][C:25]([I:28])=[CH:26][CH:27]=3)[NH:17][N:16]=2)[CH:37]=[C:38]([O:40][CH3:41])[CH:39]=1. (4) Reactant: [O:1]1[CH:5]=[CH:4][CH:3]=[C:2]1[C:6]1[C:11]([I:12])=[C:10](S(C)=O)[N:9]=[C:8]([NH2:16])[N:7]=1.[CH3:17][O:18][C:19]1[CH:24]=[CH:23][C:22]([CH2:25][CH2:26][NH2:27])=[CH:21][CH:20]=1. Product: [O:1]1[CH:5]=[CH:4][CH:3]=[C:2]1[C:6]1[N:7]=[C:8]([NH2:16])[N:9]=[C:10]([NH:27][CH2:26][CH2:25][C:22]2[CH:23]=[CH:24][C:19]([O:18][CH3:17])=[CH:20][CH:21]=2)[C:11]=1[I:12]. The catalyst class is: 12. (5) Product: [CH3:21][N:2]([CH3:1])[C:3]1[CH:4]=[CH:5][C:6]([C:9]2[N:10]=[C:11]3[CH:16]=[C:15]([CH3:17])[C:14]([CH2:18][CH2:19][OH:31])=[CH:13][N:12]3[CH:20]=2)=[CH:7][CH:8]=1. Reactant: [CH3:1][N:2]([CH3:21])[C:3]1[CH:8]=[CH:7][C:6]([C:9]2[N:10]=[C:11]3[CH:16]=[C:15]([CH3:17])[C:14]([CH:18]=[CH2:19])=[CH:13][N:12]3[CH:20]=2)=[CH:5][CH:4]=1.B1C2CCCC1CCC2.[OH-:31].[Na+].OO. The catalyst class is: 1. (6) Reactant: [CH:1]([N:4]([CH3:29])[C:5]1[C:6]([C:19]2[CH:28]=[C:27]3[C:22]([N:23]=[CH:24][CH:25]=[N:26]3)=[CH:21][CH:20]=2)=[N:7][C:8]2[C:13]([N:14]=1)=[CH:12][C:11]([C:15]([O:17]C)=[O:16])=[CH:10][CH:9]=2)([CH3:3])[CH3:2].[OH-].[Na+].Cl. Product: [CH:1]([N:4]([CH3:29])[C:5]1[C:6]([C:19]2[CH:28]=[C:27]3[C:22]([N:23]=[CH:24][CH:25]=[N:26]3)=[CH:21][CH:20]=2)=[N:7][C:8]2[C:13]([N:14]=1)=[CH:12][C:11]([C:15]([OH:17])=[O:16])=[CH:10][CH:9]=2)([CH3:3])[CH3:2]. The catalyst class is: 24.